From a dataset of Full USPTO retrosynthesis dataset with 1.9M reactions from patents (1976-2016). Predict the reactants needed to synthesize the given product. Given the product [Cl:1][C:2]1[CH:7]=[C:6]([O:8][C:9]2[C:15]([F:16])=[CH:14][C:12]([NH:13][C:38]([C:34]3[C:33](=[O:41])[N:32]([C:29]4[CH:28]=[CH:27][C:26]([F:25])=[CH:31][CH:30]=4)[CH:37]=[CH:36][CH:35]=3)=[O:39])=[C:11]([F:17])[CH:10]=2)[CH:5]=[CH:4][N:3]=1, predict the reactants needed to synthesize it. The reactants are: [Cl:1][C:2]1[CH:7]=[C:6]([O:8][C:9]2[C:15]([F:16])=[CH:14][C:12]([NH2:13])=[C:11]([F:17])[CH:10]=2)[CH:5]=[CH:4][N:3]=1.CCN(CC)CC.[F:25][C:26]1[CH:31]=[CH:30][C:29]([N:32]2[CH:37]=[CH:36][CH:35]=[C:34]([C:38](Cl)=[O:39])[C:33]2=[O:41])=[CH:28][CH:27]=1.